From a dataset of Reaction yield outcomes from USPTO patents with 853,638 reactions. Predict the reaction yield, written as a fraction of the theoretical maximum amount of product (1.0 means a 100% yield; for example, 0.34 means a 34% yield). (1) The reactants are [CH2:1]([N:8]([CH2:13][C:14]([OH:16])=O)[CH2:9][C:10]([OH:12])=O)[C:2]1[CH:7]=[CH:6][CH:5]=[CH:4][CH:3]=1.C(OC(=O)C)(=O)C.[CH:24]1[CH:29]=[CH:28][C:27]([CH2:30][CH2:31][NH2:32])=[CH:26][CH:25]=1.C(OC(C)C)(=O)C.C(=O)([O-])[O-].[K+].[K+]. The catalyst is O.N1C=CC=CC=1. The product is [CH2:1]([N:8]1[CH2:9][C:10](=[O:12])[N:32]([CH2:31][CH2:30][C:27]2[CH:28]=[CH:29][CH:24]=[CH:25][CH:26]=2)[C:14](=[O:16])[CH2:13]1)[C:2]1[CH:3]=[CH:4][CH:5]=[CH:6][CH:7]=1. The yield is 0.910. (2) The reactants are [Cl:1][C:2]1[CH:3]=[CH:4][C:5]([O:22][CH2:23][C:24]2[CH:29]=[CH:28][C:27]([Cl:30])=[CH:26][C:25]=2[F:31])=[C:6]([CH:21]=1)[CH2:7][N:8]1[C:17]2[CH:16]=[CH:15][CH:14]=[C:13]([C:18](O)=[O:19])[C:12]=2[CH2:11][CH2:10][CH2:9]1.C1CCN2C(=NCCC2)CC1.[CH3:43][N:44]([CH3:49])[S:45]([NH2:48])(=[O:47])=[O:46]. The catalyst is C(Cl)Cl. The product is [Cl:1][C:2]1[CH:3]=[CH:4][C:5]([O:22][CH2:23][C:24]2[CH:29]=[CH:28][C:27]([Cl:30])=[CH:26][C:25]=2[F:31])=[C:6]([CH:21]=1)[CH2:7][N:8]1[C:17]2[CH:16]=[CH:15][CH:14]=[C:13]([C:18]([NH:48][S:45]([N:44]([CH3:49])[CH3:43])(=[O:47])=[O:46])=[O:19])[C:12]=2[CH2:11][CH2:10][CH2:9]1. The yield is 0.500.